This data is from Catalyst prediction with 721,799 reactions and 888 catalyst types from USPTO. The task is: Predict which catalyst facilitates the given reaction. (1) Product: [F:27][C@H:28]1[C@H:33]([O:26][C:19]2[CH:20]=[CH:21][CH:22]=[C:23]3[C:18]=2[N:17]=[C:16]([C:13]2[N:10]4[CH:11]=[CH:12][C:7]([C:3]5[CH:2]=[N:1][CH:6]=[CH:5][CH:4]=5)=[CH:8][C:9]4=[N:15][CH:14]=2)[CH:25]=[CH:24]3)[CH2:32][CH2:31][N:30]([C:39]([O:41][C:42]([CH3:45])([CH3:44])[CH3:43])=[O:40])[CH2:29]1. Reactant: [N:1]1[CH:6]=[CH:5][CH:4]=[C:3]([C:7]2[CH:12]=[CH:11][N:10]3[C:13]([C:16]4[CH:25]=[CH:24][C:23]5[C:18](=[C:19]([OH:26])[CH:20]=[CH:21][CH:22]=5)[N:17]=4)=[CH:14][N:15]=[C:9]3[CH:8]=2)[CH:2]=1.[F:27][C@H:28]1[C@@H:33](OS(C)(=O)=O)[CH2:32][CH2:31][N:30]([C:39]([O:41][C:42]([CH3:45])([CH3:44])[CH3:43])=[O:40])[CH2:29]1.C([O-])([O-])=O.[Cs+].[Cs+].CC(N(C)C)=O. The catalyst class is: 238. (2) Reactant: C[O:2][C:3](=[O:30])[CH2:4][C:5]1[C:13]2[C:8](=[N:9][CH:10]=[CH:11][CH:12]=2)[N:7]([CH2:14][C:15]2[CH:20]=[CH:19][C:18]([S:21]([CH3:24])(=[O:23])=[O:22])=[CH:17][C:16]=2[C:25]([F:28])([F:27])[F:26])[C:6]=1[CH3:29].COC(=O)CC1C2C(=NC=CC=2)NC=1C.CCN(P1(N(C)CCCN1C)=NC(C)(C)C)CC.BrCC1C=CC(S(C)(=O)=O)=CC=1C(F)(F)F. Product: [CH3:24][S:21]([C:18]1[CH:19]=[CH:20][C:15]([CH2:14][N:7]2[C:8]3=[N:9][CH:10]=[CH:11][CH:12]=[C:13]3[C:5]([CH2:4][C:3]([OH:30])=[O:2])=[C:6]2[CH3:29])=[C:16]([C:25]([F:28])([F:27])[F:26])[CH:17]=1)(=[O:22])=[O:23]. The catalyst class is: 3. (3) Reactant: [BH4-].[Na+].[C:3]([O:7][C:8]([N:10]1[CH2:15][CH2:14][C@@:13]([C:21]2[CH:26]=[CH:25][C:24]([CH2:27][O:28][CH2:29][CH2:30][O:31][CH3:32])=[CH:23][CH:22]=2)([O:16][CH2:17][C@H:18]2[CH2:20][O:19]2)[C@@H:12]([O:33][CH2:34][C:35]2[CH:36]=[CH:37][C:38]3[O:43][CH2:42][CH2:41][N:40]([CH2:44][CH2:45][CH2:46][O:47][CH3:48])[C:39]=3[CH:49]=2)[CH2:11]1)=[O:9])([CH3:6])([CH3:5])[CH3:4]. The catalyst class is: 301. Product: [C:3]([O:7][C:8]([N:10]1[CH2:15][CH2:14][C@:13]([O:16][CH2:17][C@H:18]([OH:19])[CH3:20])([C:21]2[CH:22]=[CH:23][C:24]([CH2:27][O:28][CH2:29][CH2:30][O:31][CH3:32])=[CH:25][CH:26]=2)[C@@H:12]([O:33][CH2:34][C:35]2[CH:36]=[CH:37][C:38]3[O:43][CH2:42][CH2:41][N:40]([CH2:44][CH2:45][CH2:46][O:47][CH3:48])[C:39]=3[CH:49]=2)[CH2:11]1)=[O:9])([CH3:4])([CH3:6])[CH3:5]. (4) Reactant: Br[CH2:2][C:3]([C:5]1[CH:10]=[CH:9][C:8]([Br:11])=[CH:7][CH:6]=1)=[O:4].[CH3:12][O:13][C:14]1[CH:21]=[CH:20][CH:19]=[CH:18][C:15]=1[CH2:16][NH2:17]. The catalyst class is: 27. Product: [Br:11][C:8]1[CH:9]=[CH:10][C:5]([C:3](=[O:4])[CH2:2][NH:17][CH2:16][C:15]2[CH:18]=[CH:19][CH:20]=[CH:21][C:14]=2[O:13][CH3:12])=[CH:6][CH:7]=1. (5) Reactant: C([Li])CCC.[Br-].[CH3:7][N:8]([CH3:30])[CH2:9][CH2:10][P+](C1C=CC=CC=1)(C1C=CC=CC=1)C1C=CC=CC=1.C(NCC)C.[Li].[CH2:37]([O:39][C:40]([C:42]1[NH:43][C:44]2[C:49]([C:50]=1[CH:51]=O)=[CH:48][CH:47]=[CH:46][CH:45]=2)=[O:41])[CH3:38]. Product: [CH2:37]([O:39][C:40]([C:42]1[NH:43][C:44]2[C:49]([C:50]=1[CH:51]=[CH:10][CH2:9][N:8]([CH3:30])[CH3:7])=[CH:48][CH:47]=[CH:46][CH:45]=2)=[O:41])[CH3:38]. The catalyst class is: 1. (6) Reactant: [NH2:1][CH:2]1[C:16](=[O:17])[N:15]2[CH2:18][C@H:19]([O:21][C:22]3[CH:27]=[C:26]([C:28]4[CH:33]=[CH:32][CH:31]=[CH:30][N:29]=4)[N:25]=[C:24]4[CH:34]=[CH:35][S:36][C:23]=34)[CH2:20][C@H:14]2[C:13](=[O:37])[NH:12][C@:11]2([C:39]([O:41][CH3:42])=[O:40])[CH2:38][C@H:10]2[CH:9]=[CH:8][CH2:7][CH2:6][CH2:5][CH2:4][CH2:3]1.C(N(CC)CC)C.[C:50](=O)([O:56]C1C=CC([N+]([O-])=O)=CC=1)[O:51][CH:52]1[CH2:55][CH2:54][CH2:53]1.C(=O)(O)[O-].[Na+]. Product: [CH:52]1([O:51][C:50]([NH:1][C@@H:2]2[C:16](=[O:17])[N:15]3[CH2:18][C@H:19]([O:21][C:22]4[CH:27]=[C:26]([C:28]5[CH:33]=[CH:32][CH:31]=[CH:30][N:29]=5)[N:25]=[C:24]5[CH:34]=[CH:35][S:36][C:23]=45)[CH2:20][C@H:14]3[C:13](=[O:37])[NH:12][C@:11]3([C:39]([O:41][CH3:42])=[O:40])[CH2:38][C@H:10]3[CH:9]=[CH:8][CH2:7][CH2:6][CH2:5][CH2:4][CH2:3]2)=[O:56])[CH2:55][CH2:54][CH2:53]1. The catalyst class is: 566.